The task is: Predict the reactants needed to synthesize the given product.. This data is from Full USPTO retrosynthesis dataset with 1.9M reactions from patents (1976-2016). (1) Given the product [F:25][C:21]1[CH:20]=[C:19]([C:6]2[C:5]3[C:9](=[CH:10][CH:11]=[C:3]([CH2:2][I:26])[CH:4]=3)[N:8]([C:12]([O:14][C:15]([CH3:17])([CH3:16])[CH3:18])=[O:13])[N:7]=2)[CH:24]=[CH:23][CH:22]=1, predict the reactants needed to synthesize it. The reactants are: Cl[CH2:2][C:3]1[CH:4]=[C:5]2[C:9](=[CH:10][CH:11]=1)[N:8]([C:12]([O:14][C:15]([CH3:18])([CH3:17])[CH3:16])=[O:13])[N:7]=[C:6]2[C:19]1[CH:24]=[CH:23][CH:22]=[C:21]([F:25])[CH:20]=1.[I-:26].[Na+]. (2) Given the product [CH3:1][C@@H:2]1[CH2:7][NH:6][CH2:5][CH2:4][N:3]1[C:21]([O:23][C:24]([CH3:27])([CH3:26])[CH3:25])=[O:22], predict the reactants needed to synthesize it. The reactants are: [CH3:1][C@@H:2]1[CH2:7][NH:6][CH2:5][CH2:4][NH:3]1.[Li]CCCC.[Si](Cl)(CC)(CC)CC.[C:21](O[C:21]([O:23][C:24]([CH3:27])([CH3:26])[CH3:25])=[O:22])([O:23][C:24]([CH3:27])([CH3:26])[CH3:25])=[O:22]. (3) Given the product [Cl:3][C:13]1[CH:14]=[CH:15][N:10]=[C:11]([C:16]([OH:18])=[O:17])[CH:12]=1, predict the reactants needed to synthesize it. The reactants are: S(Cl)([Cl:3])=O.CN(C=O)C.[N:10]1[CH:15]=[CH:14][CH:13]=[CH:12][C:11]=1[C:16]([OH:18])=[O:17]. (4) Given the product [CH3:7][C:3]1[CH:2]=[N+:1]([O-:8])[CH:6]=[CH:5][C:4]=1[N+:14]([O-:16])=[O:15], predict the reactants needed to synthesize it. The reactants are: [N+:1]1([O-:8])[CH:6]=[CH:5][CH:4]=[C:3]([CH3:7])[CH:2]=1.S(=O)(=O)(O)O.[N+:14]([O-])([OH:16])=[O:15].C(=O)([O-])[O-].[Na+].[Na+]. (5) The reactants are: [NH2:1][C:2]1[CH:3]=[CH:4][C:5]([N:8]2[CH:12]=[C:11]([CH2:13][CH2:14][CH2:15][O:16][C:17]3[C:22]([O:23][CH3:24])=[CH:21][CH:20]=[CH:19][C:18]=3[CH2:25][C:26]([O:28]C)=[O:27])[C:10]([CH:30]([CH3:32])[CH3:31])=[N:9]2)=[N:6][CH:7]=1.CN(C)C=O.[C:38](Cl)(=[O:42])[CH2:39][CH2:40][CH3:41]. Given the product [C:38]([NH:1][C:2]1[CH:3]=[CH:4][C:5]([N:8]2[CH:12]=[C:11]([CH2:13][CH2:14][CH2:15][O:16][C:17]3[C:22]([O:23][CH3:24])=[CH:21][CH:20]=[CH:19][C:18]=3[CH2:25][C:26]([OH:28])=[O:27])[C:10]([CH:30]([CH3:32])[CH3:31])=[N:9]2)=[N:6][CH:7]=1)(=[O:42])[CH2:39][CH2:40][CH3:41], predict the reactants needed to synthesize it. (6) Given the product [CH3:1][N:2]1[C:6]([CH2:7][O:8][C:9]2[CH:17]=[CH:16][C:12]([C:13]([NH:55][CH:56]3[CH2:61][CH2:60][O:59][CH2:58][CH2:57]3)=[O:15])=[CH:11][N:10]=2)=[C:5]([C:18]2[CH:23]=[CH:22][CH:21]=[CH:20][N:19]=2)[N:4]=[N:3]1, predict the reactants needed to synthesize it. The reactants are: [CH3:1][N:2]1[C:6]([CH2:7][O:8][C:9]2[CH:17]=[CH:16][C:12]([C:13]([OH:15])=O)=[CH:11][N:10]=2)=[C:5]([C:18]2[CH:23]=[CH:22][CH:21]=[CH:20][N:19]=2)[N:4]=[N:3]1.CN(C(ON1N=NC2C=CC=CC1=2)=[N+](C)C)C.[B-](F)(F)(F)F.CCN(C(C)C)C(C)C.[NH2:55][CH:56]1[CH2:61][CH2:60][O:59][CH2:58][CH2:57]1. (7) Given the product [CH3:1][S:2]([N:5]([C:10]1[CH:15]=[CH:14][C:13]([O:16][C:17]2[CH:22]=[CH:21][C:20]([CH2:23][CH3:24])=[CH:19][C:18]=2[OH:25])=[C:12]([F:33])[CH:11]=1)[CH2:6][CH2:7][CH2:8][NH2:9])(=[O:3])=[O:4], predict the reactants needed to synthesize it. The reactants are: [CH3:1][S:2]([N:5]([C:10]1[CH:15]=[CH:14][C:13]([O:16][C:17]2[CH:22]=[CH:21][C:20]([CH2:23][CH3:24])=[CH:19][C:18]=2[O:25]CC2C=CC=CC=2)=[C:12]([F:33])[CH:11]=1)[CH2:6][CH2:7][CH2:8][NH2:9])(=[O:4])=[O:3].O1CCCC1.